Dataset: Catalyst prediction with 721,799 reactions and 888 catalyst types from USPTO. Task: Predict which catalyst facilitates the given reaction. (1) Reactant: [CH2:1]([C:5]1[N:10]=[C:9]([Cl:11])[N:8]=[C:7](Cl)[CH:6]=1)[CH2:2][CH2:3][CH3:4].Cl.[CH2:14]([O:16][CH2:17][CH2:18][CH2:19][NH:20][C:21](=[O:28])[C@H:22]([CH2:24][CH:25]([CH3:27])[CH3:26])[NH2:23])[CH3:15].C(N(CC)C(C)C)(C)C. Product: [CH2:14]([O:16][CH2:17][CH2:18][CH2:19][NH:20][C:21](=[O:28])[CH:22]([NH:23][C:7]1[CH:6]=[C:5]([CH2:1][CH2:2][CH2:3][CH3:4])[N:10]=[C:9]([Cl:11])[N:8]=1)[CH2:24][CH:25]([CH3:26])[CH3:27])[CH3:15]. The catalyst class is: 148. (2) Reactant: FC(F)(F)C(O)=O.[CH2:8]([NH:12][C:13]1[N:21]=[C:20]2[C:16]([N:17]=[C:18]([O:22][CH3:23])[NH:19]2)=[C:15]([NH2:24])[N:14]=1)[CH2:9][CH2:10][CH3:11].C(=O)([O-])[O-].[K+].[K+].CS(O[CH2:36][CH2:37][CH:38]1[CH2:43][CH2:42][CH2:41][CH2:40][O:39]1)(=O)=O. Product: [CH2:8]([NH:12][C:13]1[N:21]=[C:20]2[C:16]([N:17]=[C:18]([O:22][CH3:23])[N:19]2[CH2:36][CH2:37][CH:38]2[CH2:43][CH2:42][CH2:41][CH2:40][O:39]2)=[C:15]([NH2:24])[N:14]=1)[CH2:9][CH2:10][CH3:11]. The catalyst class is: 3. (3) Reactant: [NH2:1][C:2]1[CH:7]=[N:6][CH:5]=[CH:4][N:3]=1.[N+:8]([CH2:10][CH2:11][CH2:12][CH2:13][CH2:14][CH2:15][N+:16]#[C-:17])#[C-:9].[CH:18]1([CH:24]=O)[CH2:23][CH2:22][CH2:21][CH2:20][CH2:19]1. Product: [CH:18]1([C:24]2[N:1]=[C:2]3[CH:7]=[N:6][CH:5]=[CH:4][N:3]3[C:9]=2[NH:8][CH2:10][CH2:11][CH2:12][CH2:13][CH2:14][CH2:15][N+:16]#[C-:17])[CH2:23][CH2:22][CH2:21][CH2:20][CH2:19]1. The catalyst class is: 519. (4) Reactant: [CH:1]([O:4][C:5]([N:7]1[CH2:12][CH2:11][CH:10]([O:13][C:14]2[C:19]([CH2:20][CH3:21])=[C:18](Cl)[N:17]=[CH:16][N:15]=2)[CH2:9][CH2:8]1)=[O:6])([CH3:3])[CH3:2].[F:23][C:24]1[CH:29]=[C:28]([S:30]([CH3:33])(=[O:32])=[O:31])[CH:27]=[CH:26][C:25]=1[OH:34].[H-].[Na+]. Product: [CH:1]([O:4][C:5]([N:7]1[CH2:12][CH2:11][CH:10]([O:13][C:14]2[C:19]([CH2:20][CH3:21])=[C:18]([O:34][C:25]3[CH:26]=[CH:27][C:28]([S:30]([CH3:33])(=[O:32])=[O:31])=[CH:29][C:24]=3[F:23])[N:17]=[CH:16][N:15]=2)[CH2:9][CH2:8]1)=[O:6])([CH3:3])[CH3:2]. The catalyst class is: 16. (5) Product: [NH2:20][C:12]1[C:13]([C:16]([O:18][CH3:19])=[O:17])=[N:14][CH:15]=[C:10]([CH2:9][C:4]2[CH:5]=[CH:6][C:7]([F:8])=[C:2]([F:1])[CH:3]=2)[CH:11]=1. Reactant: [F:1][C:2]1[CH:3]=[C:4]([CH2:9][C:10]2[CH:11]=[C:12]([N+:20]([O-])=O)[C:13]([C:16]([O:18][CH3:19])=[O:17])=[N:14][CH:15]=2)[CH:5]=[CH:6][C:7]=1[F:8]. The catalyst class is: 43. (6) Reactant: [CH3:1][NH:2][C:3]([C:5]1[C:6]2[C:7](=[O:27])[C@H:8]([OH:26])[C@@H:9]([C:20]3[CH:25]=[CH:24][CH:23]=[CH:22][CH:21]=3)[NH:10][C:11]=2[C:12]2[N:17]=[C:16]([CH3:18])[N:15]([CH3:19])[C:13]=2[CH:14]=1)=[O:4].[BH4-].[Na+]. Product: [CH3:1][NH:2][C:3]([C:5]1[C:6]2[C@@H:7]([OH:27])[C@H:8]([OH:26])[C@@H:9]([C:20]3[CH:25]=[CH:24][CH:23]=[CH:22][CH:21]=3)[NH:10][C:11]=2[C:12]2[N:17]=[C:16]([CH3:18])[N:15]([CH3:19])[C:13]=2[CH:14]=1)=[O:4]. The catalyst class is: 5. (7) Reactant: [OH:1][CH2:2][CH2:3][NH:4][C:5]1[N:10]=[C:9]([O:11][CH3:12])[C:8]([NH:13][C:14]([C:16]2[O:17][C:18]([O:21][C:22]3[CH:27]=[C:26]([Si:28]([CH3:31])([CH3:30])[CH3:29])[CH:25]=[CH:24][C:23]=3[CH3:32])=[CH:19][CH:20]=2)=[O:15])=[C:7]([O:33][CH3:34])[N:6]=1.C(N(CC)CC)C.[CH3:42][S:43](Cl)(=[O:45])=[O:44]. Product: [CH3:42][S:43]([O:1][CH2:2][CH2:3][NH:4][C:5]1[N:6]=[C:7]([O:33][CH3:34])[C:8]([NH:13][C:14]([C:16]2[O:17][C:18]([O:21][C:22]3[CH:27]=[C:26]([Si:28]([CH3:31])([CH3:30])[CH3:29])[CH:25]=[CH:24][C:23]=3[CH3:32])=[CH:19][CH:20]=2)=[O:15])=[C:9]([O:11][CH3:12])[N:10]=1)(=[O:45])=[O:44]. The catalyst class is: 4. (8) The catalyst class is: 6. Product: [C:11]([N:15]1[C:19]([Cl:3])=[C:18]([CH:8]=[O:9])[C:17]([C:21]([F:24])([F:23])[F:22])=[N:16]1)([CH3:14])([CH3:13])[CH3:12]. Reactant: P(Cl)(Cl)([Cl:3])=O.CN(C)[CH:8]=[O:9].[C:11]([N:15]1[C:19](O)=[CH:18][C:17]([C:21]([F:24])([F:23])[F:22])=[N:16]1)([CH3:14])([CH3:13])[CH3:12].